From a dataset of Forward reaction prediction with 1.9M reactions from USPTO patents (1976-2016). Predict the product of the given reaction. (1) Given the reactants [BrH:1].N[C:3]1[C:7]2=[N:8][CH:9]=[C:10]([O:12][CH3:13])[CH:11]=[C:6]2[S:5][C:4]=1[C:14]([O:16][CH3:17])=[O:15].N([O-])=O.[Na+].C([O-])(O)=O.[Na+], predict the reaction product. The product is: [Br:1][C:3]1[C:7]2=[N:8][CH:9]=[C:10]([O:12][CH3:13])[CH:11]=[C:6]2[S:5][C:4]=1[C:14]([O:16][CH3:17])=[O:15]. (2) Given the reactants [Si:1]([O:18][CH2:19][C:20]1([CH2:23][OH:24])[CH2:22][CH2:21]1)([C:14]([CH3:17])([CH3:16])[CH3:15])([C:8]1[CH:13]=[CH:12][CH:11]=[CH:10][CH:9]=1)[C:2]1[CH:7]=[CH:6][CH:5]=[CH:4][CH:3]=1.COC(C)(C)C.C(=O)(O)[O-].[Na+].CCCCCCC.C(OCC)(=O)C, predict the reaction product. The product is: [Si:1]([O:18][CH2:19][C:20]1([CH:23]=[O:24])[CH2:22][CH2:21]1)([C:14]([CH3:16])([CH3:17])[CH3:15])([C:8]1[CH:9]=[CH:10][CH:11]=[CH:12][CH:13]=1)[C:2]1[CH:3]=[CH:4][CH:5]=[CH:6][CH:7]=1. (3) Given the reactants S(Cl)([Cl:3])=O.Cl.[NH2:6][CH2:7][C@H:8]([NH:12][C:13]([O:15][CH2:16][C:17]1[CH:22]=[CH:21][CH:20]=[CH:19][CH:18]=1)=[O:14])[C:9]([OH:11])=[O:10].[CH:23](OC(C)C)(C)C, predict the reaction product. The product is: [ClH:3].[NH2:6][CH2:7][C@H:8]([NH:12][C:13]([O:15][CH2:16][C:17]1[CH:22]=[CH:21][CH:20]=[CH:19][CH:18]=1)=[O:14])[C:9]([O:11][CH3:23])=[O:10]. (4) Given the reactants [Si:1](Cl)([C:4]([CH3:7])([CH3:6])[CH3:5])([CH3:3])[CH3:2].[OH:9][C@@H:10]1[CH2:15][CH2:14][C@H:13]([NH:16][C:17](=[O:26])[O:18][CH2:19][C:20]2[CH:25]=[CH:24][CH:23]=[CH:22][CH:21]=2)[C@H:12]([CH2:27][OH:28])[CH2:11]1.N1C=CN=C1, predict the reaction product. The product is: [Si:1]([O:28][CH2:27][C@@H:12]1[CH2:11][C@H:10]([OH:9])[CH2:15][CH2:14][C@@H:13]1[NH:16][C:17](=[O:26])[O:18][CH2:19][C:20]1[CH:25]=[CH:24][CH:23]=[CH:22][CH:21]=1)([C:4]([CH3:7])([CH3:6])[CH3:5])([CH3:3])[CH3:2]. (5) The product is: [Cl:1][C:2]1[CH:3]=[C:4]2[C:8](=[CH:9][CH:10]=1)[NH:7][C:6]([CH:15]([C:33]1[CH:38]=[CH:37][CH:36]=[CH:35][CH:34]=1)[NH:16][C:17](=[O:32])[C:18]1[CH:23]=[CH:22][C:21]([C:24]([N:26]3[CH2:30][CH2:29][CH2:28][CH2:27]3)=[O:25])=[C:20]([CH3:31])[CH:19]=1)=[CH:5]2. Given the reactants [Cl:1][C:2]1[CH:3]=[C:4]2[C:8](=[CH:9][CH:10]=1)[N:7](S(C)(=O)=O)[C:6]([CH:15]([C:33]1[CH:38]=[CH:37][CH:36]=[CH:35][CH:34]=1)[NH:16][C:17](=[O:32])[C:18]1[CH:23]=[CH:22][C:21]([C:24]([N:26]3[CH2:30][CH2:29][CH2:28][CH2:27]3)=[O:25])=[C:20]([CH3:31])[CH:19]=1)=[CH:5]2.CC1C=C(C=CC=1C(N1CCCC1)=O)C(O)=O, predict the reaction product. (6) Given the reactants C(OC([N:8]1[CH2:13][CH2:12][CH2:11][CH:10]([CH2:14][NH:15][C:16]2[C:21]([C:22]3[CH:23]=[N:24][N:25]([CH3:27])[CH:26]=3)=[CH:20][N:19]=[C:18]([C:28]3[CH:33]=[CH:32][CH:31]=[C:30]([C:34]4[CH:35]=[N:36][N:37]([CH3:39])[CH:38]=4)[CH:29]=3)[N:17]=2)[CH2:9]1)=O)(C)(C)C.[ClH:40], predict the reaction product. The product is: [ClH:40].[CH3:27][N:25]1[CH:26]=[C:22]([C:21]2[C:16]([NH:15][CH2:14][CH:10]3[CH2:11][CH2:12][CH2:13][NH:8][CH2:9]3)=[N:17][C:18]([C:28]3[CH:33]=[CH:32][CH:31]=[C:30]([C:34]4[CH:35]=[N:36][N:37]([CH3:39])[CH:38]=4)[CH:29]=3)=[N:19][CH:20]=2)[CH:23]=[N:24]1. (7) Given the reactants C(N(CC)CC)C.[Cl:8][CH2:9][C:10]([CH3:15])([CH3:14])[C:11](Cl)=[O:12].[CH3:16][O:17][C:18]1[CH:19]=[C:20]2[C:25](=[C:26]3[CH2:30][C:29]([CH3:32])([CH3:31])[O:28][C:27]=13)[C:24]([C:33]1[CH:34]=[C:35]([NH2:39])[CH:36]=[CH:37][CH:38]=1)=[N:23][C:22]([CH3:41])([CH3:40])[CH2:21]2, predict the reaction product. The product is: [Cl:8][CH2:9][C:10]([CH3:15])([CH3:14])[C:11]([NH:39][C:35]1[CH:36]=[CH:37][CH:38]=[C:33]([C:24]2[C:25]3[C:20](=[CH:19][C:18]([O:17][CH3:16])=[C:27]4[O:28][C:29]([CH3:31])([CH3:32])[CH2:30][C:26]4=3)[CH2:21][C:22]([CH3:41])([CH3:40])[N:23]=2)[CH:34]=1)=[O:12].